Dataset: NCI-60 drug combinations with 297,098 pairs across 59 cell lines. Task: Regression. Given two drug SMILES strings and cell line genomic features, predict the synergy score measuring deviation from expected non-interaction effect. Drug 1: C1=NC(=NC(=O)N1C2C(C(C(O2)CO)O)O)N. Drug 2: CNC(=O)C1=NC=CC(=C1)OC2=CC=C(C=C2)NC(=O)NC3=CC(=C(C=C3)Cl)C(F)(F)F. Cell line: HOP-62. Synergy scores: CSS=14.5, Synergy_ZIP=-3.08, Synergy_Bliss=-3.69, Synergy_Loewe=-36.5, Synergy_HSA=-4.19.